From a dataset of Peptide-MHC class I binding affinity with 185,985 pairs from IEDB/IMGT. Regression. Given a peptide amino acid sequence and an MHC pseudo amino acid sequence, predict their binding affinity value. This is MHC class I binding data. (1) The peptide sequence is KIYTLIYRQL. The MHC is HLA-A68:02 with pseudo-sequence HLA-A68:02. The binding affinity (normalized) is 0.219. (2) The peptide sequence is RQFPLAFEF. The MHC is Mamu-B52 with pseudo-sequence Mamu-B52. The binding affinity (normalized) is 0.975. (3) The MHC is HLA-A29:02 with pseudo-sequence HLA-A29:02. The peptide sequence is STSDGKHLQ. The binding affinity (normalized) is 0.478. (4) The peptide sequence is ERPVILSLP. The MHC is HLA-A24:02 with pseudo-sequence HLA-A24:02. The binding affinity (normalized) is 0.0922. (5) The MHC is HLA-B18:01 with pseudo-sequence HLA-B18:01. The peptide sequence is HVVNYNGLL. The binding affinity (normalized) is 0.0847. (6) The peptide sequence is IFIRTIYYH. The MHC is HLA-A80:01 with pseudo-sequence HLA-A80:01. The binding affinity (normalized) is 0.0847. (7) The MHC is HLA-A02:19 with pseudo-sequence HLA-A02:19. The binding affinity (normalized) is 0.0847. The peptide sequence is YTNYPFLFF.